From a dataset of Reaction yield outcomes from USPTO patents with 853,638 reactions. Predict the reaction yield, written as a fraction of the theoretical maximum amount of product (1.0 means a 100% yield; for example, 0.34 means a 34% yield). (1) The reactants are CS(C)=O.C(Cl)(=O)C(Cl)=O.[C:11]([O:14][C@H:15]1[C@H:20]([O:21][C:22](=[O:24])[CH3:23])[C@@H:19]([O:25][C:26](=[O:28])[CH3:27])[C@H:18]([C:29]2[CH:34]=[CH:33][C:32]([C:35]#[N:36])=[C:31]([CH2:37][C:38]3[CH:43]=[CH:42][C:41]([O:44][CH2:45][CH2:46][OH:47])=[CH:40][CH:39]=3)[CH:30]=2)[O:17][C@@H:16]1[CH2:48][O:49][C:50](=[O:52])[CH3:51])(=[O:13])[CH3:12].C(N(CC)CC)C. The catalyst is C(Cl)Cl.CCCCCC. The product is [C:11]([O:14][C@H:15]1[C@H:20]([O:21][C:22](=[O:24])[CH3:23])[C@@H:19]([O:25][C:26](=[O:28])[CH3:27])[C@H:18]([C:29]2[CH:34]=[CH:33][C:32]([C:35]#[N:36])=[C:31]([CH2:37][C:38]3[CH:39]=[CH:40][C:41]([O:44][CH2:45][CH:46]=[O:47])=[CH:42][CH:43]=3)[CH:30]=2)[O:17][C@@H:16]1[CH2:48][O:49][C:50](=[O:52])[CH3:51])(=[O:13])[CH3:12]. The yield is 0.720. (2) The reactants are [N+:1]([C:4]1[CH:5]=[C:6]([CH2:10][C:11]2[C:19]3[C:14](=[CH:15][CH:16]=[CH:17][CH:18]=3)[N:13]([CH2:20][C:21]([O:23]CC)=[O:22])[CH:12]=2)[CH:7]=[CH:8][CH:9]=1)([O-:3])=[O:2].[OH-].[Na+].Cl. The product is [N+:1]([C:4]1[CH:5]=[C:6]([CH2:10][C:11]2[C:19]3[C:14](=[CH:15][CH:16]=[CH:17][CH:18]=3)[N:13]([CH2:20][C:21]([OH:23])=[O:22])[CH:12]=2)[CH:7]=[CH:8][CH:9]=1)([O-:3])=[O:2]. The yield is 0.690. The catalyst is C1COCC1.CCO.